This data is from Forward reaction prediction with 1.9M reactions from USPTO patents (1976-2016). The task is: Predict the product of the given reaction. (1) Given the reactants [CH2:1]([O:8][C:9](=[O:38])[N:10]([CH:32]1[CH2:37][CH2:36][CH2:35][CH2:34][CH2:33]1)[C:11]1[CH:16]=[CH:15][CH:14]=[C:13]([O:17][C:18]2[CH:23]=[CH:22][C:21]([N+:24]([O-:26])=[O:25])=[C:20]([CH:27](OC)[O:28]C)[CH:19]=2)[CH:12]=1)[C:2]1[CH:7]=[CH:6][CH:5]=[CH:4][CH:3]=1.O.Cl, predict the reaction product. The product is: [CH2:1]([O:8][C:9](=[O:38])[N:10]([CH:32]1[CH2:37][CH2:36][CH2:35][CH2:34][CH2:33]1)[C:11]1[CH:16]=[CH:15][CH:14]=[C:13]([O:17][C:18]2[CH:23]=[CH:22][C:21]([N+:24]([O-:26])=[O:25])=[C:20]([CH:27]=[O:28])[CH:19]=2)[CH:12]=1)[C:2]1[CH:3]=[CH:4][CH:5]=[CH:6][CH:7]=1. (2) Given the reactants [NH:1]1[CH2:9][CH2:8][CH:4]([C:5]([OH:7])=[O:6])[CH2:3][CH2:2]1.C(=O)([O-])[O-].[Na+].[Na+].[C:16]([O:20][C:21](O[C:21]([O:20][C:16]([CH3:19])([CH3:18])[CH3:17])=[O:22])=[O:22])([CH3:19])([CH3:18])[CH3:17], predict the reaction product. The product is: [C:21]([N:1]1[CH2:9][CH2:8][CH:4]([C:5]([OH:7])=[O:6])[CH2:3][CH2:2]1)([O:20][C:16]([CH3:19])([CH3:18])[CH3:17])=[O:22]. (3) Given the reactants [C:1]([S:5][C:6]1[CH:11]=[CH:10][C:9](B2OC(C)(C)C(C)(C)O2)=[CH:8][CH:7]=1)([CH3:4])([CH3:3])[CH3:2].Br[C:22]1[C:27]([O:28][CH3:29])=[CH:26][C:25]([C:30]2[CH:35]=[C:34]([O:36][CH3:37])[CH:33]=[CH:32][C:31]=2[O:38][CH3:39])=[C:24]([O:40][CH3:41])[CH:23]=1.C(=O)([O-])[O-].[Na+].[Na+], predict the reaction product. The product is: [C:1]([S:5][C:6]1[CH:7]=[CH:8][C:9]([C:33]2[C:34]([O:36][CH3:37])=[CH:35][C:30]([C:25]3[CH:26]=[C:27]([O:28][CH3:29])[CH:22]=[CH:23][C:24]=3[O:40][CH3:41])=[C:31]([O:38][CH3:39])[CH:32]=2)=[CH:10][CH:11]=1)([CH3:2])([CH3:3])[CH3:4]. (4) Given the reactants [CH:1]([C:4]1[N:8]2[C:9]([S:17][CH3:18])=[CH:10][CH:11]=[C:12]([C:13]([O:15]C)=[O:14])[C:7]2=[N:6][N:5]=1)([CH3:3])[CH3:2].CO.[OH-].[Na+], predict the reaction product. The product is: [CH:1]([C:4]1[N:8]2[C:9]([S:17][CH3:18])=[CH:10][CH:11]=[C:12]([C:13]([OH:15])=[O:14])[C:7]2=[N:6][N:5]=1)([CH3:3])[CH3:2]. (5) Given the reactants Cl[C:2]1[C:3]2[N:10]([CH2:11][CH2:12][NH:13][C:14](=[O:20])[O:15][C:16]([CH3:19])([CH3:18])[CH3:17])[CH:9]=[CH:8][C:4]=2[N:5]=[CH:6][N:7]=1.[CH3:21][C:22]1[CH:23]=[C:24]([CH:26]=[CH:27][C:28]=1[O:29][C:30]1[CH:35]=[CH:34][CH:33]=[C:32]([O:36][C:37]([F:40])([F:39])[F:38])[CH:31]=1)[NH2:25], predict the reaction product. The product is: [CH3:21][C:22]1[CH:23]=[C:24]([NH:25][C:2]2[C:3]3[N:10]([CH2:11][CH2:12][NH:13][C:14](=[O:20])[O:15][C:16]([CH3:19])([CH3:18])[CH3:17])[CH:9]=[CH:8][C:4]=3[N:5]=[CH:6][N:7]=2)[CH:26]=[CH:27][C:28]=1[O:29][C:30]1[CH:35]=[CH:34][CH:33]=[C:32]([O:36][C:37]([F:38])([F:39])[F:40])[CH:31]=1. (6) Given the reactants Cl[C:2]1[N:13]=[C:12]([NH:14][CH:15]2[CH2:20][CH2:19][CH:18]([N:21]([CH3:23])[CH3:22])[CH2:17][CH2:16]2)[C:11]2[C:10]3[CH2:9][CH2:8][CH2:7][C:6]=3[S:5][C:4]=2[N:3]=1.[NH2:24][C:25]1[CH:30]=[CH:29][CH:28]=[CH:27][CH:26]=1.CC1(C)C2C(=C(P(C3C=CC=CC=3)C3C=CC=CC=3)C=CC=2)OC2C(P(C3C=CC=CC=3)C3C=CC=CC=3)=CC=CC1=2, predict the reaction product. The product is: [CH3:22][N:21]([CH3:23])[CH:18]1[CH2:19][CH2:20][CH:15]([NH:14][C:12]2[C:11]3[C:10]4[CH2:9][CH2:8][CH2:7][C:6]=4[S:5][C:4]=3[N:3]=[C:2]([NH:24][C:25]3[CH:30]=[CH:29][CH:28]=[CH:27][CH:26]=3)[N:13]=2)[CH2:16][CH2:17]1.